This data is from Catalyst prediction with 721,799 reactions and 888 catalyst types from USPTO. The task is: Predict which catalyst facilitates the given reaction. Reactant: [F:1][C:2]1[CH:7]=[CH:6][C:5]([CH2:8][C:9](O)=[O:10])=[C:4]([N+:12]([O-])=O)[CH:3]=1.[H][H]. Product: [F:1][C:2]1[CH:3]=[C:4]2[C:5]([CH2:8][C:9](=[O:10])[NH:12]2)=[CH:6][CH:7]=1. The catalyst class is: 285.